From a dataset of Forward reaction prediction with 1.9M reactions from USPTO patents (1976-2016). Predict the product of the given reaction. (1) Given the reactants [C:1]([O:5][C:6]([N:8]([C:34]([O:36][C:37]([CH3:40])([CH3:39])[CH3:38])=[O:35])[C:9]1[C:10]2[C:11]3[C:15](=[CH:16][S:17][N:18]=1)[C:14](=[O:19])[CH2:13][C:12]=3[NH:20][N:21]([CH2:23][C:24]1[C:29]([CH3:30])=[C:28]([O:31][CH3:32])[C:27]([CH3:33])=[CH:26][N:25]=1)[N:22]=2)=[O:7])([CH3:4])([CH3:3])[CH3:2].C(N(CC)CC)C.[F:48][C:49]([F:62])([F:61])[S:50](O[S:50]([C:49]([F:62])([F:61])[F:48])(=[O:52])=[O:51])(=[O:52])=[O:51].[Cl-].[NH4+], predict the reaction product. The product is: [F:48][C:49]([F:62])([F:61])[S:50]([O:19][C:14]1[C:15]2[CH2:16][S:17][N:18]=[C:9]([N:8]([C:34]([O:36][C:37]([CH3:40])([CH3:39])[CH3:38])=[O:35])[C:6]([O:5][C:1]([CH3:3])([CH3:4])[CH3:2])=[O:7])[C:10]3=[N:22][N:21]([CH2:23][C:24]4[C:29]([CH3:30])=[C:28]([O:31][CH3:32])[C:27]([CH3:33])=[CH:26][N:25]=4)[N:20]=[C:12]([C:11]=23)[CH:13]=1)(=[O:52])=[O:51]. (2) The product is: [NH2:26][C:24]1[N:25]=[C:20]([C:18]2[N:1]=[N:2][N:3]([CH:6]([C:8]3[CH:17]=[CH:16][C:11]([C:12]([O:14][CH3:15])=[O:13])=[CH:10][CH:9]=3)[CH3:7])[CH:19]=2)[CH:21]=[C:22]([CH3:27])[CH:23]=1. Given the reactants [N-:1]=[N+:2]=[N-:3].[Na+].Br[CH:6]([C:8]1[CH:17]=[CH:16][C:11]([C:12]([O:14][CH3:15])=[O:13])=[CH:10][CH:9]=1)[CH3:7].[C:18]([C:20]1[N:25]=[C:24]([NH2:26])[CH:23]=[C:22]([CH3:27])[CH:21]=1)#[CH:19].O=C1O[C@H]([C@H](CO)O)C([O-])=C1O.[Na+], predict the reaction product. (3) Given the reactants C([O:5][C:6](=[O:40])[C:7]([S:10][C:11]1[C:20](OC)=[CH:19][C:18]2[CH2:17][CH:16]([N:23]([CH2:38][CH3:39])[C:24]([NH:26][C:27]3[CH:32]=[CH:31][C:30]([O:33][C:34]([F:37])([F:36])[F:35])=[CH:29][CH:28]=3)=[O:25])[CH2:15][CH2:14][C:13]=2[CH:12]=1)([CH3:9])[CH3:8])(C)(C)C.C(O)(C(F)(F)F)=O, predict the reaction product. The product is: [CH2:38]([N:23]([CH:16]1[CH2:15][CH2:14][C:13]2[CH:12]=[C:11]([S:10][C:7]([CH3:8])([CH3:9])[C:6]([OH:40])=[O:5])[CH:20]=[CH:19][C:18]=2[CH2:17]1)[C:24]([NH:26][C:27]1[CH:28]=[CH:29][C:30]([O:33][C:34]([F:37])([F:35])[F:36])=[CH:31][CH:32]=1)=[O:25])[CH3:39]. (4) Given the reactants Cl[C:2]1[C:3]2[S:22][CH2:21][CH2:20][C:4]=2[N:5]=[C:6]([N:8]2[CH2:13][CH2:12][N:11]([C:14]3[CH:19]=[CH:18][CH:17]=[CH:16][CH:15]=3)[CH2:10][CH2:9]2)[N:7]=1.[C:23]1([NH2:29])[CH:28]=[CH:27][CH:26]=[CH:25][CH:24]=1, predict the reaction product. The product is: [C:23]1([NH:29][C:2]2[C:3]3[S:22][CH2:21][CH2:20][C:4]=3[N:5]=[C:6]([N:8]3[CH2:13][CH2:12][N:11]([C:14]4[CH:19]=[CH:18][CH:17]=[CH:16][CH:15]=4)[CH2:10][CH2:9]3)[N:7]=2)[CH:28]=[CH:27][CH:26]=[CH:25][CH:24]=1. (5) Given the reactants [C:9](O[C:9]([O:11][C:12]([CH3:15])([CH3:14])[CH3:13])=[O:10])(=[O:10])[O:11][C:12]([CH3:15])([CH3:14])[CH3:13].[Br:16][C:17]1[CH:18]=[C:19]([CH:33]=[CH:34][CH:35]=1)[O:20][CH2:21][CH2:22][NH:23][CH2:24][CH2:25][NH:26][C:27](=[O:32])[C:28]([F:31])([F:30])[F:29].CCN(C(C)C)C(C)C, predict the reaction product. The product is: [C:12]([O:11][C:9](=[O:10])[N:23]([CH2:22][CH2:21][O:20][C:19]1[CH:33]=[CH:34][CH:35]=[C:17]([Br:16])[CH:18]=1)[CH2:24][CH2:25][NH:26][C:27](=[O:32])[C:28]([F:30])([F:31])[F:29])([CH3:13])([CH3:14])[CH3:15]. (6) The product is: [F:14][C:8]1[CH:7]=[C:6]2[C:11]([C:2]([N:25]3[CH2:26][CH2:27][O:28][CH:23]([C:20]4[CH:21]=[CH:22][C:17]([O:16][CH3:15])=[CH:18][CH:19]=4)[CH2:24]3)=[CH:3][N:4]=[N:5]2)=[CH:10][C:9]=1[O:12][CH3:13]. Given the reactants Br[C:2]1[C:11]2[C:6](=[CH:7][C:8]([F:14])=[C:9]([O:12][CH3:13])[CH:10]=2)[N:5]=[N:4][CH:3]=1.[CH3:15][O:16][C:17]1[CH:22]=[CH:21][C:20]([CH:23]2[O:28][CH2:27][CH2:26][NH:25][CH2:24]2)=[CH:19][CH:18]=1.CC1(C)C2C=CC=C(P(C3C=CC=CC=3)C3C=CC=CC=3)C=2OC2C1=CC=CC=2P(C1C=CC=CC=1)C1C=CC=CC=1.CC(C)([O-])C.[Na+].C1(C)C=CC=CC=1, predict the reaction product.